From a dataset of Catalyst prediction with 721,799 reactions and 888 catalyst types from USPTO. Predict which catalyst facilitates the given reaction. Reactant: [S:1]1[C:5]2[CH:6]=[CH:7][CH:8]=[CH:9][C:4]=2[C:3]([C:10]2[CH:11]=[C:12]([CH:26]=[CH:27][CH:28]=2)[CH2:13][O:14][C:15]2[CH:20]=[CH:19][C:18]([CH2:21][CH2:22][C:23]([OH:25])=O)=[CH:17][CH:16]=2)=[CH:2]1.S(O)(O)(=O)=O.[NH2:34][CH2:35][C:36]#[N:37].C(N(CC)CC)C.ON1C2C=CC=CC=2N=N1.Cl.C(N=C=NCCCN(C)C)C. Product: [S:1]1[C:5]2[CH:6]=[CH:7][CH:8]=[CH:9][C:4]=2[C:3]([C:10]2[CH:11]=[C:12]([CH:26]=[CH:27][CH:28]=2)[CH2:13][O:14][C:15]2[CH:16]=[CH:17][C:18]([CH2:21][CH2:22][C:23]([NH:37][CH2:36][C:35]#[N:34])=[O:25])=[CH:19][CH:20]=2)=[CH:2]1. The catalyst class is: 42.